From a dataset of Forward reaction prediction with 1.9M reactions from USPTO patents (1976-2016). Predict the product of the given reaction. (1) The product is: [CH2:13]([O:12][C:10]([O:6][CH2:5][CH2:4][C:3]([O:2][CH3:1])([CH3:8])[CH3:7])=[O:11])[CH:14]=[CH2:15]. Given the reactants [CH3:1][O:2][C:3]([CH3:8])([CH3:7])[CH2:4][CH2:5][OH:6].Cl[C:10]([O:12][CH2:13][CH:14]=[CH2:15])=[O:11], predict the reaction product. (2) Given the reactants [CH2:1]([C:3]1[CH:8]=[CH:7][C:6]([C:9]2[CH:10]=[CH:11][C:12]([CH:21]=O)=[N:13][C:14]=2[C:15]2[CH:20]=[CH:19][CH:18]=[CH:17][CH:16]=2)=[CH:5][CH:4]=1)[CH3:2].[NH2:23][CH2:24][CH2:25][CH2:26][CH2:27][P:28](=[O:31])([OH:30])[OH:29].[BH3-]C#N.[Na+], predict the reaction product. The product is: [CH2:1]([C:3]1[CH:8]=[CH:7][C:6]([C:9]2[CH:10]=[CH:11][C:12]([CH2:21][NH:23][CH2:24][CH2:25][CH2:26][CH2:27][P:28](=[O:29])([OH:31])[OH:30])=[N:13][C:14]=2[C:15]2[CH:20]=[CH:19][CH:18]=[CH:17][CH:16]=2)=[CH:5][CH:4]=1)[CH3:2]. (3) Given the reactants [O:1]=[C:2]1[C:11]2[C:6](=[CH:7][CH:8]=[CH:9][CH:10]=2)[NH:5][CH:4]=[C:3]1[C:12]([OH:14])=O.[NH2:15][C:16]1[C:27]([C:28]([CH3:31])([CH3:30])[CH3:29])=[CH:26][C:19]2[C:20]([CH3:25])([CH3:24])[C:21](=[O:23])[O:22][C:18]=2[CH:17]=1.CC1OCCC1.C(P1(=O)OP(CCC)(=O)OP(CCC)(=O)O1)CC.N1C=CC=CC=1.C(=O)([O-])OCC1C=C([N+]([O-])=O)C(C(C)(C)C)=CC=1Br, predict the reaction product. The product is: [C:28]([C:27]1[C:16]([NH:15][C:12]([C:3]2[C:2](=[O:1])[C:11]3[C:6](=[CH:7][CH:8]=[CH:9][CH:10]=3)[NH:5][CH:4]=2)=[O:14])=[CH:17][C:18]2[O:22][C:21](=[O:23])[C:20]([CH3:25])([CH3:24])[C:19]=2[CH:26]=1)([CH3:31])([CH3:29])[CH3:30]. (4) The product is: [CH2:37]([O:36][C:34]([N:30]1[CH2:29][CH2:28][CH:27]([NH:26][C:11]2[N:10]=[C:9]([NH2:8])[C:14]([C:15](=[O:16])[C:17]3[CH:22]=[C:21]([F:23])[CH:20]=[CH:19][C:18]=3[O:24][CH3:25])=[CH:13][N:12]=2)[CH2:32][CH2:31]1)=[O:35])[CH2:38][CH3:39]. Given the reactants FC(F)(F)C(O)=O.[NH2:8][C:9]1[C:14]([C:15]([C:17]2[CH:22]=[C:21]([F:23])[CH:20]=[CH:19][C:18]=2[O:24][CH3:25])=[O:16])=[CH:13][N:12]=[C:11]([NH:26][CH:27]2[CH2:32][CH2:31][NH:30][CH2:29][CH2:28]2)[N:10]=1.Cl[C:34]([O:36][CH2:37][CH2:38][CH3:39])=[O:35], predict the reaction product. (5) Given the reactants C(OC([N:8]1[C:17]2[C:12](=[N:13][C:14]([O:18][CH3:19])=[CH:15][CH:16]=2)[C@@H:11]([NH:20][C:21]2[N:26]=[C:25]([CH2:27][C:28]3[CH:33]=[C:32]([C:34]([F:37])([F:36])[F:35])[CH:31]=[C:30]([C:38]([F:41])([F:40])[F:39])[CH:29]=3)[C:24]([N:42]3[CH2:47][CH2:46][O:45][CH2:44][CH2:43]3)=[CH:23][N:22]=2)[CH2:10][C@H:9]1[CH2:48][CH3:49])=O)(C)(C)C.Cl.O1CCOCC1.C(=O)([O-])O.[Na+], predict the reaction product. The product is: [F:37][C:34]([F:35])([F:36])[C:32]1[CH:33]=[C:28]([CH:29]=[C:30]([C:38]([F:39])([F:40])[F:41])[CH:31]=1)[CH2:27][C:25]1[C:24]([N:42]2[CH2:43][CH2:44][O:45][CH2:46][CH2:47]2)=[CH:23][N:22]=[C:21]([NH:20][C@@H:11]2[C:12]3[C:17](=[CH:16][CH:15]=[C:14]([O:18][CH3:19])[N:13]=3)[NH:8][C@H:9]([CH2:48][CH3:49])[CH2:10]2)[N:26]=1.